Task: Predict the product of the given reaction.. Dataset: Forward reaction prediction with 1.9M reactions from USPTO patents (1976-2016) (1) Given the reactants [NH2:1][C:2]1[CH:7]=[C:6]([C:8]([O:10][CH3:11])=[O:9])[CH:5]=[CH:4][C:3]=1[CH2:12][N:13]1[C:17]([C:18]([O:20]C)=O)=[CH:16][CH:15]=[N:14]1, predict the reaction product. The product is: [O:20]=[C:18]1[NH:1][C:2]2[CH:7]=[C:6]([C:8]([O:10][CH3:11])=[O:9])[CH:5]=[CH:4][C:3]=2[CH2:12][N:13]2[N:14]=[CH:15][CH:16]=[C:17]12. (2) The product is: [CH:33]1([C:32]2[C:13]([N:8]([C:5]3[CH:4]=[CH:3][C:2]([B:41]4[O:45][C:44]([CH3:47])([CH3:46])[C:43]([CH3:49])([CH3:48])[O:42]4)=[CH:7][N:6]=3)[S:9]([CH3:12])(=[O:11])=[O:10])=[CH:14][C:15]3[O:19][C:18]([C:20]4[CH:25]=[CH:24][C:23]([F:26])=[CH:22][CH:21]=4)=[C:17]([C:27]([NH:29][CH3:30])=[O:28])[C:16]=3[CH:31]=2)[CH2:35][CH2:34]1. Given the reactants Br[C:2]1[CH:3]=[CH:4][C:5]([N:8]([C:13]2[C:32]([CH:33]3[CH2:35][CH2:34]3)=[CH:31][C:16]3[C:17]([C:27]([NH:29][CH3:30])=[O:28])=[C:18]([C:20]4[CH:25]=[CH:24][C:23]([F:26])=[CH:22][CH:21]=4)[O:19][C:15]=3[CH:14]=2)[S:9]([CH3:12])(=[O:11])=[O:10])=[N:6][CH:7]=1.C([O-])(=O)C.[K+].[B:41]1([B:41]2[O:45][C:44]([CH3:47])([CH3:46])[C:43]([CH3:49])([CH3:48])[O:42]2)[O:45][C:44]([CH3:47])([CH3:46])[C:43]([CH3:49])([CH3:48])[O:42]1, predict the reaction product. (3) Given the reactants [C:1]1([O:7][C:8](=[O:44])[N:9]([C:19]2[CH:24]=[C:23]([O:25][C:26]3[CH:31]=[CH:30][C:29]([NH:32]C(OCC4C=CC=CC=4)=O)=[CH:28][C:27]=3[F:43])[CH:22]=[CH:21][N:20]=2)[C:10]([O:12][C:13]2[CH:18]=[CH:17][CH:16]=[CH:15][CH:14]=2)=[O:11])[CH:6]=[CH:5][CH:4]=[CH:3][CH:2]=1, predict the reaction product. The product is: [C:1]1([O:7][C:8](=[O:44])[N:9]([C:19]2[CH:24]=[C:23]([O:25][C:26]3[CH:31]=[CH:30][C:29]([NH2:32])=[CH:28][C:27]=3[F:43])[CH:22]=[CH:21][N:20]=2)[C:10]([O:12][C:13]2[CH:14]=[CH:15][CH:16]=[CH:17][CH:18]=2)=[O:11])[CH:2]=[CH:3][CH:4]=[CH:5][CH:6]=1. (4) Given the reactants Br[C:2]1[N:10]=[CH:9][N:8]=[C:7]2[C:3]=1[NH:4][CH:5]=[N:6]2.[F:11][C:12]1[CH:13]=[C:14]([C:18]2[C:27]([CH2:28][NH2:29])=[CH:26][C:25]3[C:20](=[C:21]([O:30][CH3:31])[CH:22]=[CH:23][CH:24]=3)[N:19]=2)[CH:15]=[CH:16][CH:17]=1.C(N(CC)C(C)C)(C)C.C(O)CCC, predict the reaction product. The product is: [F:11][C:12]1[CH:13]=[C:14]([C:18]2[C:27]([CH2:28][NH:29][C:2]3[N:10]=[CH:9][N:8]=[C:7]4[C:3]=3[N:4]=[CH:5][NH:6]4)=[CH:26][C:25]3[C:20](=[C:21]([O:30][CH3:31])[CH:22]=[CH:23][CH:24]=3)[N:19]=2)[CH:15]=[CH:16][CH:17]=1. (5) The product is: [NH2:1][C:2]1[N:6]([C:7]2[CH:8]=[CH:9][CH:10]=[CH:11][CH:12]=2)[N:5]=[C:4]([C:13]([NH:39][NH:38][CH:35]([CH3:37])[CH3:36])=[O:15])[C:3]=1[CH3:16]. Given the reactants [NH2:1][C:2]1[N:6]([C:7]2[CH:12]=[CH:11][CH:10]=[CH:9][CH:8]=2)[N:5]=[C:4]([C:13]([OH:15])=O)[C:3]=1[CH3:16].CCN(C(C)C)C(C)C.ClC(OCC(C)C)=O.Cl.[CH:35]([NH:38][NH2:39])([CH3:37])[CH3:36], predict the reaction product. (6) Given the reactants [CH2:1]([O:8][C:9]1[CH:10]=[C:11]([CH2:24][C:25]([OH:27])=O)[CH:12]=[CH:13][C:14]=1[CH2:15][C:16]1[CH:21]=[CH:20][C:19]([CH2:22][CH3:23])=[CH:18][CH:17]=1)[C:2]1[CH:7]=[CH:6][CH:5]=[CH:4][CH:3]=1.C(OC(=O)OC(C)(C)C)(C)(C)C.C(=O)([O-])O.[NH4+:44].Cl, predict the reaction product. The product is: [CH2:1]([O:8][C:9]1[CH:10]=[C:11]([CH2:24][C:25]([NH2:44])=[O:27])[CH:12]=[CH:13][C:14]=1[CH2:15][C:16]1[CH:21]=[CH:20][C:19]([CH2:22][CH3:23])=[CH:18][CH:17]=1)[C:2]1[CH:7]=[CH:6][CH:5]=[CH:4][CH:3]=1. (7) Given the reactants Cl.[C:2]1([NH:8][NH2:9])[CH:7]=[CH:6][CH:5]=[CH:4][CH:3]=1.O=[C:11]([CH2:19][CH2:20][C:21](OCC)=[O:22])[CH2:12][CH2:13][C:14]([O:16][CH2:17][CH3:18])=[O:15], predict the reaction product. The product is: [O:22]=[C:21]1[N:8]([C:2]2[CH:7]=[CH:6][CH:5]=[CH:4][CH:3]=2)[N:9]=[C:11]([CH2:12][CH2:13][C:14]([O:16][CH2:17][CH3:18])=[O:15])[CH2:19][CH2:20]1.